From a dataset of Full USPTO retrosynthesis dataset with 1.9M reactions from patents (1976-2016). Predict the reactants needed to synthesize the given product. The reactants are: [CH:1]1([CH2:4][O:5][C:6]2[CH:11]=[C:10]([F:12])[C:9]([O:13][CH3:14])=[CH:8][C:7]=2[C:15]2[CH:20]=[CH:19][N:18]=[C:17]3[C:21]([C:33](O)=[O:34])=[C:22]([CH3:32])[N:23]([CH2:24][O:25][CH2:26][CH2:27][Si:28]([CH3:31])([CH3:30])[CH3:29])[C:16]=23)[CH2:3][CH2:2]1.[NH2:36][CH:37]1[CH2:42][CH2:41][N:40]([C:43]([O:45][C:46]([CH3:49])([CH3:48])[CH3:47])=[O:44])[CH2:39][CH2:38]1. Given the product [CH:1]1([CH2:4][O:5][C:6]2[CH:11]=[C:10]([F:12])[C:9]([O:13][CH3:14])=[CH:8][C:7]=2[C:15]2[CH:20]=[CH:19][N:18]=[C:17]3[C:21]([C:33]([NH:36][CH:37]4[CH2:38][CH2:39][N:40]([C:43]([O:45][C:46]([CH3:49])([CH3:48])[CH3:47])=[O:44])[CH2:41][CH2:42]4)=[O:34])=[C:22]([CH3:32])[N:23]([CH2:24][O:25][CH2:26][CH2:27][Si:28]([CH3:29])([CH3:31])[CH3:30])[C:16]=23)[CH2:3][CH2:2]1, predict the reactants needed to synthesize it.